Dataset: Peptide-MHC class II binding affinity with 134,281 pairs from IEDB. Task: Regression. Given a peptide amino acid sequence and an MHC pseudo amino acid sequence, predict their binding affinity value. This is MHC class II binding data. The peptide sequence is NSFTAPNESYKKQVT. The MHC is DRB1_1501 with pseudo-sequence DRB1_1501. The binding affinity (normalized) is 0.262.